This data is from Full USPTO retrosynthesis dataset with 1.9M reactions from patents (1976-2016). The task is: Predict the reactants needed to synthesize the given product. (1) Given the product [CH:26]([C:28]1[CH:33]=[CH:32][C:31]([C:2]2[S:10][C:9]3[C:4](=[N:5][CH:6]=[C:7]([C:24]#[N:25])[C:8]=3[NH:11][C:12]3[CH:17]=[C:16]([O:18][CH3:19])[C:15]([O:20][CH3:21])=[C:14]([O:22][CH3:23])[CH:13]=3)[CH:3]=2)=[CH:30][CH:29]=1)=[O:27], predict the reactants needed to synthesize it. The reactants are: I[C:2]1[S:10][C:9]2[C:4](=[N:5][CH:6]=[C:7]([C:24]#[N:25])[C:8]=2[NH:11][C:12]2[CH:17]=[C:16]([O:18][CH3:19])[C:15]([O:20][CH3:21])=[C:14]([O:22][CH3:23])[CH:13]=2)[CH:3]=1.[CH:26]([C:28]1[CH:33]=[CH:32][C:31](B(O)O)=[CH:30][CH:29]=1)=[O:27].O. (2) Given the product [F:29][C:30]1[CH:38]=[C:37]2[C:33]([CH:34]=[CH:35][NH:36]2)=[CH:32][C:31]=1[O:39][C:2]1[C:11]2[C:6](=[CH:7][CH:8]=[CH:9][CH:10]=2)[C:5]([CH2:12][C:13]2[CH:18]=[CH:17][N:16]=[CH:15][CH:14]=2)=[N:4][N:3]=1, predict the reactants needed to synthesize it. The reactants are: Cl[C:2]1[C:11]2[C:6](=[CH:7][CH:8]=[CH:9][CH:10]=2)[C:5]([CH2:12][C:13]2[CH:18]=[CH:17][N:16]=[CH:15][CH:14]=2)=[N:4][N:3]=1.OC1NC2C(C=1)=CC=CC=2.[F:29][C:30]1[CH:38]=[C:37]2[C:33]([CH:34]=[CH:35][NH:36]2)=[CH:32][C:31]=1[OH:39].